Dataset: Full USPTO retrosynthesis dataset with 1.9M reactions from patents (1976-2016). Task: Predict the reactants needed to synthesize the given product. (1) The reactants are: COC1C=CC(C[NH:8][C:9]2[C:14]([C:15]3[N:16]=[CH:17][S:18][C:19]=3[C:20]3[CH:25]=[CH:24][CH:23]=[C:22]([Cl:26])[C:21]=3[Cl:27])=[CH:13][C:12]([C:28]3[CH:29]=[N:30][CH:31]=[CH:32][CH:33]=3)=[CH:11][N:10]=2)=CC=1. Given the product [Cl:27][C:21]1[C:22]([Cl:26])=[CH:23][CH:24]=[CH:25][C:20]=1[C:19]1[S:18][CH:17]=[N:16][C:15]=1[C:14]1[C:9]([NH2:8])=[N:10][CH:11]=[C:12]([C:28]2[CH:29]=[N:30][CH:31]=[CH:32][CH:33]=2)[CH:13]=1, predict the reactants needed to synthesize it. (2) Given the product [CH2:1]([N:8]1[CH2:13][CH2:12][N:11]([C:14]2[CH:19]=[CH:18][CH:17]=[C:16]3[C:15]=2[CH:21]=[N:24][NH:25]3)[CH2:10][CH2:9]1)[C:2]1[CH:7]=[CH:6][CH:5]=[CH:4][CH:3]=1, predict the reactants needed to synthesize it. The reactants are: [CH2:1]([N:8]1[CH2:13][CH2:12][N:11]([C:14]2[CH:19]=[CH:18][CH:17]=[C:16](F)[C:15]=2[C:21](O)=O)[CH2:10][CH2:9]1)[C:2]1[CH:7]=[CH:6][CH:5]=[CH:4][CH:3]=1.[NH2:24][NH2:25]. (3) Given the product [CH2:13]([S:12][C:10]1[CH:11]=[C:7]([C:5]([O:4][CH3:3])=[O:6])[NH:8][CH:9]=1)[CH2:17][C:18]1[CH:23]=[CH:22][CH:21]=[CH:20][CH:19]=1, predict the reactants needed to synthesize it. The reactants are: [OH-].[Na+].[CH3:3][O:4][C:5]([C:7]1[NH:8][CH:9]=[C:10]([S:12][C:13]#N)[CH:11]=1)=[O:6].BrC[CH2:17][C:18]1[CH:23]=[CH:22][CH:21]=[CH:20][CH:19]=1. (4) Given the product [CH2:17]([N:6]([CH2:7][C:8]([OH:16])([CH2:14][CH3:15])[C:9]([O:11][CH2:12][CH3:13])=[O:10])[CH:1]1[CH2:2][CH2:3][CH2:4][CH2:5]1)[C:18]1[CH:23]=[CH:22][CH:21]=[CH:20][CH:19]=1, predict the reactants needed to synthesize it. The reactants are: [CH:1]1([NH:6][CH2:7][C:8]([OH:16])([CH2:14][CH3:15])[C:9]([O:11][CH2:12][CH3:13])=[O:10])[CH2:5][CH2:4][CH2:3][CH2:2]1.[CH2:17](Br)[C:18]1[CH:23]=[CH:22][CH:21]=[CH:20][CH:19]=1.C([O-])([O-])=O.[K+].[K+].CCOC(C)=O. (5) Given the product [ClH:40].[OH:4][CH2:5][C:6]([N:28]1[CH2:27][CH2:26][C:25]2[C:30](=[CH:31][CH:32]=[C:23]([C:20]3[CH:21]=[CH:22][C:17]([CH2:16][CH2:15][N:11]4[CH2:12][CH2:13][CH2:14][C@H:10]4[CH3:9])=[CH:18][CH:19]=3)[CH:24]=2)[CH2:29]1)=[O:8], predict the reactants needed to synthesize it. The reactants are: N=C=N.[OH:4][CH2:5][C:6]([OH:8])=O.[CH3:9][C@@H:10]1[CH2:14][CH2:13][CH2:12][N:11]1[CH2:15][CH2:16][C:17]1[CH:22]=[CH:21][C:20]([C:23]2[CH:24]=[C:25]3[C:30](=[CH:31][CH:32]=2)[CH2:29][NH:28][CH2:27][CH2:26]3)=[CH:19][CH:18]=1.C(N(CC)CC)C.[ClH:40]. (6) Given the product [F:1][C:2]([F:25])([F:26])[C:3]1[CH:20]=[C:19]([C:21]([F:24])([F:23])[F:22])[CH:18]=[CH:17][C:4]=1[CH2:5][O:6][C:7]1[CH:8]=[C:9](/[CH:10]=[C:33]2/[C:29]([NH:28][CH3:27])=[N:30][C:31](=[O:34])[S:32]/2)[CH:12]=[CH:13][C:14]=1[O:15][CH3:16], predict the reactants needed to synthesize it. The reactants are: [F:1][C:2]([F:26])([F:25])[C:3]1[CH:20]=[C:19]([C:21]([F:24])([F:23])[F:22])[CH:18]=[CH:17][C:4]=1[CH2:5][O:6][C:7]1[CH:8]=[C:9]([CH:12]=[CH:13][C:14]=1[O:15][CH3:16])[CH:10]=O.[CH3:27][NH:28][C:29]1[CH2:33][S:32][C:31](=[O:34])[N:30]=1.CC(C)([O-])C.[K+].[Cl-].[NH4+]. (7) Given the product [N:31]1([CH2:30][C:29]2[CH:45]=[CH:46][C:26]([CH2:25][O:1][C:2]3[CH:3]=[CH:4][C:5]([C@@H:8]([C:15]#[C:16][CH3:17])[CH2:9][C:10]([O:12][CH2:13][CH3:14])=[O:11])=[CH:6][CH:7]=3)=[CH:27][CH:28]=2)[CH2:36][CH2:35][C:34]2([C:44]3[C:39](=[CH:40][CH:41]=[CH:42][CH:43]=3)[CH:38]=[CH:37]2)[CH2:33][CH2:32]1, predict the reactants needed to synthesize it. The reactants are: [OH:1][C:2]1[CH:7]=[CH:6][C:5]([C@@H:8]([C:15]#[C:16][CH3:17])[CH2:9][C:10]([O:12][CH2:13][CH3:14])=[O:11])=[CH:4][CH:3]=1.C(=O)([O-])[O-].[K+].[K+].Br[CH2:25][C:26]1[CH:46]=[CH:45][C:29]([CH2:30][N:31]2[CH2:36][CH2:35][C:34]3([C:44]4[C:39](=[CH:40][CH:41]=[CH:42][CH:43]=4)[CH:38]=[CH:37]3)[CH2:33][CH2:32]2)=[CH:28][CH:27]=1.